Dataset: Forward reaction prediction with 1.9M reactions from USPTO patents (1976-2016). Task: Predict the product of the given reaction. Given the reactants [CH:1]([N:3]([CH2:10][CH2:11][CH2:12][CH2:13][C:14]([OH:16])=O)[C:4]1[CH:9]=[CH:8][CH:7]=[CH:6][N:5]=1)=[O:2].Cl.[NH2:18][C:19]1[CH:20]=[CH:21][C:22]2[O:27][CH:26]([CH2:28][C:29]([O:31][CH3:32])=[O:30])[CH2:25][N:24]([C:33]3[CH:38]=[CH:37][CH:36]=[CH:35][CH:34]=3)[C:23]=2[CH:39]=1.Cl.C(N=C=NCCCN(C)C)C.O, predict the reaction product. The product is: [CH:1]([N:3]([CH2:10][CH2:11][CH2:12][CH2:13][C:14]([NH:18][C:19]1[CH:20]=[CH:21][C:22]2[O:27][CH:26]([CH2:28][C:29]([O:31][CH3:32])=[O:30])[CH2:25][N:24]([C:33]3[CH:34]=[CH:35][CH:36]=[CH:37][CH:38]=3)[C:23]=2[CH:39]=1)=[O:16])[C:4]1[CH:9]=[CH:8][CH:7]=[CH:6][N:5]=1)=[O:2].